From a dataset of Catalyst prediction with 721,799 reactions and 888 catalyst types from USPTO. Predict which catalyst facilitates the given reaction. (1) Reactant: [C:1]1([S:7][C:8]2[CH:13]=[CH:12][C:11]([CH2:14][CH2:15][OH:16])=[CH:10][CH:9]=2)[CH:6]=[CH:5][CH:4]=[CH:3][CH:2]=1.N(C(N1CCCCC1)=O)=NC(N1CCCCC1)=O.C1(P(C2C=CC=CC=2)C2C=CC=CC=2)C=CC=CC=1.[CH3:54][O:55][C:56](=[O:68])[CH:57]([CH2:60][C:61]1[CH:66]=[CH:65][C:64](O)=[CH:63][CH:62]=1)[CH2:58][CH3:59]. Product: [CH3:54][O:55][C:56](=[O:68])[CH:57]([CH2:60][C:61]1[CH:62]=[CH:63][C:64]([O:16][CH2:15][CH2:14][C:11]2[CH:12]=[CH:13][C:8]([S:7][C:1]3[CH:2]=[CH:3][CH:4]=[CH:5][CH:6]=3)=[CH:9][CH:10]=2)=[CH:65][CH:66]=1)[CH2:58][CH3:59]. The catalyst class is: 4. (2) Reactant: [Cl:1][C:2]1[CH:7]=[CH:6][C:5]([C:8]2[N:9]([CH2:14][CH:15]([OH:20])[C:16]([F:19])([F:18])[F:17])[C:10](=[O:13])[NH:11][N:12]=2)=[CH:4][CH:3]=1.C(=O)([O-])[O-].[Cs+].[Cs+].[Br:27][C:28]1[CH:37]=[CH:36][C:31]([C:32]([O:34][CH3:35])=[O:33])=[C:30]([CH2:38]Br)[CH:29]=1. Product: [Br:27][C:28]1[CH:37]=[CH:36][C:31]([C:32]([O:34][CH3:35])=[O:33])=[C:30]([CH2:38][N:11]2[C:10](=[O:13])[N:9]([CH2:14][CH:15]([OH:20])[C:16]([F:18])([F:19])[F:17])[C:8]([C:5]3[CH:6]=[CH:7][C:2]([Cl:1])=[CH:3][CH:4]=3)=[N:12]2)[CH:29]=1. The catalyst class is: 10. (3) Reactant: Br[C:2]1[CH:7]=[CH:6][C:5]([O:8][CH2:9][CH2:10][CH2:11][CH2:12][CH2:13][CH3:14])=[CH:4][CH:3]=1.C([Li])CCC.C([O:23][B:24](OC(C)C)[O:25]C(C)C)(C)C. Product: [CH2:9]([O:8][C:5]1[CH:6]=[CH:7][C:2]([B:24]([OH:25])[OH:23])=[CH:3][CH:4]=1)[CH2:10][CH2:11][CH2:12][CH2:13][CH3:14]. The catalyst class is: 6.